From a dataset of Full USPTO retrosynthesis dataset with 1.9M reactions from patents (1976-2016). Predict the reactants needed to synthesize the given product. (1) Given the product [CH3:23][O:24][CH2:25][CH2:26][CH2:27][CH2:28][C:4]([CH:6]1[CH2:7][CH2:8][N:9]([C:12]([O:14][CH2:15][C:16]2[CH:17]=[CH:18][CH:19]=[CH:20][CH:21]=2)=[O:13])[CH2:10][CH2:11]1)=[O:5], predict the reactants needed to synthesize it. The reactants are: CON(C)[C:4]([CH:6]1[CH2:11][CH2:10][N:9]([C:12]([O:14][CH2:15][C:16]2[CH:21]=[CH:20][CH:19]=[CH:18][CH:17]=2)=[O:13])[CH2:8][CH2:7]1)=[O:5].[CH3:23][O:24][CH2:25][CH2:26][CH2:27][CH2:28][Mg]Cl. (2) Given the product [Cl:1][C:2]1[C:3]([OH:24])=[C:4]([CH:11]=[CH:12][CH2:13][CH2:14][CH2:15][CH2:16][CH2:17][CH2:18][CH2:19][CH2:20][CH2:21][CH3:22])[C:5]([OH:10])=[C:6]([CH:9]=1)[CH:7]=[O:8], predict the reactants needed to synthesize it. The reactants are: [Cl:1][C:2]1[C:3]([OH:24])=[C:4]([CH:11](O)[CH2:12][CH2:13][CH2:14][CH2:15][CH2:16][CH2:17][CH2:18][CH2:19][CH2:20][CH2:21][CH3:22])[C:5]([OH:10])=[C:6]([CH:9]=1)[CH:7]=[O:8].P(=O)(O)(O)O.[Cl-].[Na+]. (3) Given the product [C:1]([Si:5]([CH3:18])([CH3:17])[O:6][C:7]1[CH:8]=[C:9]2[C:13](=[CH:14][CH:15]=1)[N:12]([CH3:19])[N:11]=[C:10]2[I:16])([CH3:4])([CH3:3])[CH3:2], predict the reactants needed to synthesize it. The reactants are: [C:1]([Si:5]([CH3:18])([CH3:17])[O:6][C:7]1[CH:8]=[C:9]2[C:13](=[CH:14][CH:15]=1)[NH:12][N:11]=[C:10]2[I:16])([CH3:4])([CH3:3])[CH3:2].[CH3:19]C(C)([O-])C.[K+].CI. (4) Given the product [CH3:13][O:12][P:11]([CH2:5][C:4]1[CH:3]=[C:2]([OH:1])[CH:9]=[C:8]([OH:10])[CH:7]=1)(=[O:16])[O:14][CH3:15], predict the reactants needed to synthesize it. The reactants are: [OH:1][C:2]1[CH:3]=[C:4]([CH:7]=[C:8]([OH:10])[CH:9]=1)[CH2:5]Br.[P:11]([O:16]C)([O:14][CH3:15])[O:12][CH3:13]. (5) Given the product [CH2:45]([C:52]1[N:53]=[C:54]2[N:57]=[C:23]([CH2:24][O:25][C:26]3[C:27]([F:35])=[C:28]([F:34])[CH:29]=[C:30]([F:33])[C:31]=3[F:32])[CH:22]=[C:21]([OH:37])[N:55]2[N:56]=1)[C:46]1[CH:47]=[CH:48][CH:49]=[CH:50][CH:51]=1, predict the reactants needed to synthesize it. The reactants are: C(OC(=O)CC(=O)CCC1C=CC=CC=1F)C.C(O[C:21](=[O:37])[CH2:22][C:23](=O)[CH2:24][O:25][C:26]1[C:31]([F:32])=[C:30]([F:33])[CH:29]=[C:28]([F:34])[C:27]=1[F:35])C.NC1C=C(C)NN=1.[CH2:45]([C:52]1[N:53]=[C:54]([NH2:57])[NH:55][N:56]=1)[C:46]1[CH:51]=[CH:50][CH:49]=[CH:48][CH:47]=1. (6) Given the product [CH:17]1[N:16]=[CH:15][N:14]2[CH:10]([C:9]3[C:2]([F:1])=[CH:3][C:4]([C:5]#[N:6])=[CH:7][C:8]=3[F:38])[CH2:11][CH2:12][C:13]=12, predict the reactants needed to synthesize it. The reactants are: [F:1][C:2]1[CH:3]=[C:4]([CH:7]=[C:8]([F:38])[C:9]=1[CH:10](O)[CH2:11][CH2:12][C:13]1[N:14]=[CH:15][N:16](C(C2C=CC=CC=2)(C2C=CC=CC=2)C2C=CC=CC=2)[CH:17]=1)[C:5]#[N:6].CCN(CC)CC.CS(Cl)(=O)=O.S([O-])(=O)(=O)C.C([O-])([O-])=O.[K+].[K+].[Na+].[I-]. (7) Given the product [F:1][C:2]1[C:7]([F:8])=[C:6]([N:9]2[CH2:10][CH2:11][O:12][CH2:13][CH2:14]2)[CH:5]=[CH:4][C:3]=1[N:15]1[CH:20]=[C:19]([O:21][CH3:22])[C:18](=[O:23])[C:17]([C:24]([OH:26])=[O:25])=[N:16]1, predict the reactants needed to synthesize it. The reactants are: [F:1][C:2]1[C:7]([F:8])=[C:6]([N:9]2[CH2:14][CH2:13][O:12][CH2:11][CH2:10]2)[CH:5]=[CH:4][C:3]=1[N:15]1[CH:20]=[C:19]([O:21][CH3:22])[C:18](=[O:23])[C:17]([C:24]([O:26]C)=[O:25])=[N:16]1.[OH-].[Na+].Cl. (8) Given the product [CH3:3][C:2]([C@@H:10]1[CH2:15][CH2:14][O:13][C:12]([CH3:16])([CH3:17])[O:11]1)([C:4](=[O:9])[CH2:5][CH2:6][CH2:7][CH3:8])[CH3:1], predict the reactants needed to synthesize it. The reactants are: [CH3:1][C:2]([C@@H:10]1[CH2:15][CH2:14][O:13][C:12]([CH3:17])([CH3:16])[O:11]1)([C:4](=[O:9])[CH2:5][CH2:6][CH:7]=[CH2:8])[CH3:3].